Dataset: Forward reaction prediction with 1.9M reactions from USPTO patents (1976-2016). Task: Predict the product of the given reaction. (1) Given the reactants [Cl:1][C:2]1[CH:3]=[C:4]([CH2:9][CH2:10][CH2:11][N:12]([O:24][CH3:25])[C:13](=[O:23])[CH:14]=[C:15]2[C:19](=[O:20])OC(C)(C)[O:16]2)[CH:5]=[CH:6][C:7]=1[Cl:8].[CH2:26]=O.[NH2:28][CH2:29][CH2:30][N:31]1[CH2:36][CH2:35][O:34][CH2:33][CH2:32]1, predict the reaction product. The product is: [Cl:1][C:2]1[CH:3]=[C:4]([CH2:9][CH2:10][CH2:11][N:12]([O:24][CH3:25])[C:13]([C:14]2[CH2:26][N:28]([CH2:29][CH2:30][N:31]3[CH2:36][CH2:35][O:34][CH2:33][CH2:32]3)[C:19](=[O:20])[C:15]=2[OH:16])=[O:23])[CH:5]=[CH:6][C:7]=1[Cl:8]. (2) The product is: [Cl:36][C:21]1[C:22]([NH:24][C@@H:25]2[CH2:30][CH2:29][CH2:28][CH2:27][C@H:26]2[NH:31][S:32]([CH3:35])(=[O:34])=[O:33])=[N:23][C:18]([NH:14][C:11]2[CH:12]=[CH:13][C:6]3[CH2:5][CH2:4][N:3]([CH2:1][CH3:2])[CH2:9][CH2:8][C:7]=3[C:10]=2[O:15][CH3:16])=[N:19][CH:20]=1. Given the reactants [CH2:1]([N:3]1[CH2:9][CH2:8][C:7]2[C:10]([O:15][CH3:16])=[C:11]([NH2:14])[CH:12]=[CH:13][C:6]=2[CH2:5][CH2:4]1)[CH3:2].Cl[C:18]1[N:23]=[C:22]([NH:24][C@@H:25]2[CH2:30][CH2:29][CH2:28][CH2:27][C@H:26]2[NH:31][S:32]([CH3:35])(=[O:34])=[O:33])[C:21]([Cl:36])=[CH:20][N:19]=1.Cl.O1CCOCC1, predict the reaction product.